From a dataset of Catalyst prediction with 721,799 reactions and 888 catalyst types from USPTO. Predict which catalyst facilitates the given reaction. Reactant: [F:1][C:2]([F:20])([F:19])[C:3]1[C:7]2[CH2:8][N:9]([C:12]([O:14][C:15]([CH3:18])([CH3:17])[CH3:16])=[O:13])[CH2:10][CH2:11][C:6]=2[NH:5][N:4]=1.Br[CH2:22][C:23]1[CH:35]=[CH:34][C:26]([C:27]([N:29]([CH2:32][CH3:33])[CH2:30][CH3:31])=[O:28])=[CH:25][CH:24]=1.C(=O)([O-])[O-].[K+].[K+].CN(C=O)C. Product: [CH2:32]([N:29]([CH2:30][CH3:31])[C:27]([C:26]1[CH:25]=[CH:24][C:23]([CH2:22][N:5]2[C:6]3[CH2:11][CH2:10][N:9]([C:12]([O:14][C:15]([CH3:16])([CH3:17])[CH3:18])=[O:13])[CH2:8][C:7]=3[C:3]([C:2]([F:1])([F:19])[F:20])=[N:4]2)=[CH:35][CH:34]=1)=[O:28])[CH3:33]. The catalyst class is: 6.